Dataset: NCI-60 drug combinations with 297,098 pairs across 59 cell lines. Task: Regression. Given two drug SMILES strings and cell line genomic features, predict the synergy score measuring deviation from expected non-interaction effect. Drug 1: C1CC(=O)NC(=O)C1N2CC3=C(C2=O)C=CC=C3N. Drug 2: C1CNP(=O)(OC1)N(CCCl)CCCl. Cell line: SR. Synergy scores: CSS=13.9, Synergy_ZIP=-2.87, Synergy_Bliss=-3.68, Synergy_Loewe=-7.11, Synergy_HSA=-3.61.